Task: Predict the reaction yield, written as a fraction of the theoretical maximum amount of product (1.0 means a 100% yield; for example, 0.34 means a 34% yield).. Dataset: Reaction yield outcomes from USPTO patents with 853,638 reactions (1) The reactants are C(O[C:6](=O)[N:7](C)[CH2:8][CH2:9][NH:10][C:11]1[N:12]=[CH:13][C:14]2[S:19][CH:18]=[C:17]([C:20](=[O:32])[NH:21][C:22]3[C:30]4[N:29]=[CH:28][N:27]([CH3:31])[C:26]=4[CH:25]=[CH:24][CH:23]=3)[C:15]=2[N:16]=1)(C)(C)C.[ClH:35]. The catalyst is O1CCOCC1. The product is [ClH:35].[CH3:31][N:27]1[C:26]2[CH:25]=[CH:24][CH:23]=[C:22]([NH:21][C:20]([C:17]3[C:15]4[N:16]=[C:11]([NH:10][CH2:9][CH2:8][NH:7][CH3:6])[N:12]=[CH:13][C:14]=4[S:19][CH:18]=3)=[O:32])[C:30]=2[N:29]=[CH:28]1. The yield is 1.04. (2) The reactants are [ClH:1].O1CCOCC1.OC(C(F)(F)F)=O.[N:15]1[CH:20]=[CH:19][CH:18]=[C:17]([O:21][CH2:22][CH:23]2[CH2:28][N:27](C(OC(C)(C)C)=O)[CH2:26][CH2:25][N:24]2[C:36]([O:38][C:39]2[CH:44]=[CH:43][C:42]([F:45])=[CH:41][CH:40]=2)=[O:37])[CH:16]=1. The catalyst is CO. The product is [ClH:1].[ClH:1].[N:15]1[CH:20]=[CH:19][CH:18]=[C:17]([O:21][CH2:22][CH:23]2[CH2:28][NH:27][CH2:26][CH2:25][N:24]2[C:36]([O:38][C:39]2[CH:40]=[CH:41][C:42]([F:45])=[CH:43][CH:44]=2)=[O:37])[CH:16]=1. The yield is 0.970. (3) The reactants are Br[C:2]1[C:3]2[C:4]3[CH:17]=[CH:16][S:15][C:5]=3[C:6](=[O:14])[NH:7][C:8]=2[CH:9]=[CH:10][C:11]=1[O:12][CH3:13].CC1(C)C(C)(C)OB([C:26]2[CH:31]=[CH:30][C:29]([C@@H:32]([NH:34][C:35](=[O:41])[O:36][C:37]([CH3:40])([CH3:39])[CH3:38])[CH3:33])=[CH:28][CH:27]=2)O1. No catalyst specified. The product is [CH3:13][O:12][C:11]1[CH:10]=[CH:9][C:8]2[NH:7][C:6](=[O:14])[C:5]3[S:15][CH:16]=[CH:17][C:4]=3[C:3]=2[C:2]=1[C:26]1[CH:27]=[CH:28][C:29]([C@@H:32]([NH:34][C:35](=[O:41])[O:36][C:37]([CH3:40])([CH3:39])[CH3:38])[CH3:33])=[CH:30][CH:31]=1. The yield is 0.550. (4) The yield is 0.630. The product is [C:27]([N:30]1[CH2:36][CH2:35][CH2:34][N:33]([C:21]2[N:20]=[CH:24][C:26]([C:4]3[N:3]=[C:2]([Cl:1])[N:10]=[C:9]4[C:5]=3[N:6]=[CH:7][N:8]4[CH:11]3[CH2:16][CH2:15][CH2:14][CH2:13][O:12]3)=[CH:37][CH:23]=2)[CH2:32][CH2:31]1)(=[O:29])[CH3:28]. No catalyst specified. The reactants are [Cl:1][C:2]1[N:10]=[C:9]2[C:5]([N:6]=[CH:7][N:8]2[CH:11]2[CH2:16][CH2:15][CH2:14][CH2:13][O:12]2)=[C:4](Cl)[N:3]=1.CC[N:20]([CH:24]([CH3:26])C)[CH:21]([CH3:23])C.[C:27]([N:30]1[CH2:36][CH2:35][CH2:34][NH:33][CH2:32][CH2:31]1)(=[O:29])[CH3:28].[CH3:37]CCCO. (5) The reactants are [CH3:1][C@H:2]1[N:7]([CH3:8])[C@@H:6]([CH3:9])[CH2:5][N:4]([C:10]2[CH:20]=[CH:19][C:13]([C:14]([O:16]CC)=O)=[CH:12][CH:11]=2)[CH2:3]1.[CH3:21][O:22][C:23]1[CH:24]=[C:25]([CH2:31][O:32][C:33]2[CH:34]=[C:35]([NH2:38])[NH:36][N:37]=2)[CH:26]=[C:27]([O:29][CH3:30])[CH:28]=1.C[Al](C)C.C1(C)C=CC=CC=1. No catalyst specified. The product is [CH3:30][O:29][C:27]1[CH:26]=[C:25]([CH2:31][O:32][C:33]2[CH:34]=[C:35]([NH:38][C:14](=[O:16])[C:13]3[CH:12]=[CH:11][C:10]([N:4]4[CH2:5][C@H:6]([CH3:9])[N:7]([CH3:8])[C@H:2]([CH3:1])[CH2:3]4)=[CH:20][CH:19]=3)[NH:36][N:37]=2)[CH:24]=[C:23]([O:22][CH3:21])[CH:28]=1. The yield is 0.0563. (6) The reactants are [Br:1][C:2]1[CH:3]=[CH:4][C:5]([OH:23])=[C:6]([CH:22]=1)[C:7]([NH:9][C:10]1[CH:15]=[C:14]([C:16]([F:19])([F:18])[F:17])[CH:13]=[CH:12][C:11]=1[O:20][CH3:21])=[O:8].[N:24]1([C:30](Cl)=[O:31])[CH2:29][CH2:28][O:27][CH2:26][CH2:25]1. No catalyst specified. The product is [Br:1][C:2]1[CH:3]=[CH:4][C:5]([O:23][C:30]([N:24]2[CH2:29][CH2:28][O:27][CH2:26][CH2:25]2)=[O:31])=[C:6]([CH:22]=1)[C:7]([NH:9][C:10]1[CH:15]=[C:14]([C:16]([F:19])([F:17])[F:18])[CH:13]=[CH:12][C:11]=1[O:20][CH3:21])=[O:8]. The yield is 0.949.